This data is from Peptide-MHC class I binding affinity with 185,985 pairs from IEDB/IMGT. The task is: Regression. Given a peptide amino acid sequence and an MHC pseudo amino acid sequence, predict their binding affinity value. This is MHC class I binding data. (1) The peptide sequence is HIYLGSANM. The MHC is HLA-A02:02 with pseudo-sequence HLA-A02:02. The binding affinity (normalized) is 0.344. (2) The peptide sequence is NSLINAEFM. The MHC is H-2-Db with pseudo-sequence H-2-Db. The binding affinity (normalized) is 0.958. (3) The peptide sequence is ITDEINQIK. The MHC is HLA-A68:02 with pseudo-sequence HLA-A68:02. The binding affinity (normalized) is 0.0847. (4) The peptide sequence is KVIVYCHYY. The MHC is HLA-A68:02 with pseudo-sequence HLA-A68:02. The binding affinity (normalized) is 0.0847.